This data is from Peptide-MHC class I binding affinity with 185,985 pairs from IEDB/IMGT. The task is: Regression. Given a peptide amino acid sequence and an MHC pseudo amino acid sequence, predict their binding affinity value. This is MHC class I binding data. (1) The peptide sequence is REPVDQKQF. The MHC is HLA-B40:02 with pseudo-sequence HLA-B40:02. The binding affinity (normalized) is 0.132. (2) The peptide sequence is KATREAQKRA. The MHC is HLA-B57:01 with pseudo-sequence HLA-B57:01. The binding affinity (normalized) is 0.377. (3) The peptide sequence is KTFAIIAIV. The MHC is Mamu-A01 with pseudo-sequence Mamu-A01. The binding affinity (normalized) is 0.269. (4) The peptide sequence is ALFMYYAKR. The binding affinity (normalized) is 0.474. The MHC is Patr-A0101 with pseudo-sequence Patr-A0101. (5) The peptide sequence is TEANAGQFL. The MHC is HLA-A29:02 with pseudo-sequence HLA-A29:02. The binding affinity (normalized) is 0.0847. (6) The peptide sequence is STVDVRNIVT. The MHC is HLA-A02:03 with pseudo-sequence HLA-A02:03. The binding affinity (normalized) is 0.135. (7) The peptide sequence is KKSAFYQSY. The MHC is HLA-A29:02 with pseudo-sequence HLA-A29:02. The binding affinity (normalized) is 0.0847.